Dataset: Peptide-MHC class II binding affinity with 134,281 pairs from IEDB. Task: Regression. Given a peptide amino acid sequence and an MHC pseudo amino acid sequence, predict their binding affinity value. This is MHC class II binding data. (1) The MHC is DRB3_0202 with pseudo-sequence DRB3_0202. The binding affinity (normalized) is 0.155. The peptide sequence is LVKYVNGDGDVVAVD. (2) The peptide sequence is HMQDKTMVKKWRDVP. The MHC is HLA-DQA10303-DQB10402 with pseudo-sequence HLA-DQA10303-DQB10402. The binding affinity (normalized) is 0.